This data is from Full USPTO retrosynthesis dataset with 1.9M reactions from patents (1976-2016). The task is: Predict the reactants needed to synthesize the given product. (1) Given the product [CH3:1][C:2]1[O:6][C:5]([C:7]2[CH:8]=[CH:9][C:10]3[O:14][CH:13]=[C:12]([C:15]4[CH:16]=[CH:17][C:18]([O:21][CH2:25][S:26][CH3:27])=[CH:19][CH:20]=4)[C:11]=3[CH:22]=2)=[N:4][N:3]=1, predict the reactants needed to synthesize it. The reactants are: [CH3:1][C:2]1[O:6][C:5]([C:7]2[CH:8]=[CH:9][C:10]3[O:14][CH:13]=[C:12]([C:15]4[CH:20]=[CH:19][C:18]([OH:21])=[CH:17][CH:16]=4)[C:11]=3[CH:22]=2)=[N:4][N:3]=1.[H-].[Na+].[CH3:25][S:26][CH2:27]Cl. (2) Given the product [CH3:1][N:2]([CH3:31])[C:3]1[C:8]([CH2:9][C:10]([O:12][CH3:13])=[O:11])=[CH:7][N:6]=[C:5]([CH2:14][C:15]2[CH:20]=[CH:19][C:18]([NH:21][C:22]([O:24][CH2:37][C:36]3[CH:39]=[CH:40][C:33]([F:32])=[CH:34][CH:35]=3)=[O:23])=[CH:17][CH:16]=2)[N:4]=1, predict the reactants needed to synthesize it. The reactants are: [CH3:1][N:2]([CH3:31])[C:3]1[C:8]([CH2:9][C:10]([O:12][CH3:13])=[O:11])=[CH:7][N:6]=[C:5]([CH2:14][C:15]2[CH:20]=[CH:19][C:18]([NH:21][C:22]([O:24]C3C=CC=CC=3)=[O:23])=[CH:17][CH:16]=2)[N:4]=1.[F:32][C:33]1[CH:40]=[CH:39][C:36]([CH2:37]O)=[CH:35][CH:34]=1.C(N(CC)C(C)C)(C)C. (3) Given the product [Br:58][CH2:59][CH2:60][O:25][C:21]1[CH:20]=[C:19]([NH:18][C:14]2[N:13]=[C:12]([C:11]3[C:7]([CH:1]4[CH2:2][CH2:3][CH2:4][CH2:5][CH2:6]4)=[N:8][O:9][C:10]=3[CH3:26])[CH:17]=[CH:16][N:15]=2)[CH:24]=[CH:23][CH:22]=1, predict the reactants needed to synthesize it. The reactants are: [CH:1]1([C:7]2[C:11]([C:12]3[CH:17]=[CH:16][N:15]=[C:14]([NH:18][C:19]4[CH:20]=[C:21]([OH:25])[CH:22]=[CH:23][CH:24]=4)[N:13]=3)=[C:10]([CH3:26])[O:9][N:8]=2)[CH2:6][CH2:5][CH2:4][CH2:3][CH2:2]1.N(C(OCC)=O)=NC(OCC)=O.C1(P(C2C=CC=CC=2)C2C=CC=CC=2)C=CC=CC=1.[Br:58][CH2:59][CH2:60]O. (4) Given the product [NH2:39][C:28](=[O:29])[CH2:27][CH2:26][C:16]1[CH:17]=[C:18]2[C:13](=[CH:14][CH:15]=1)[C:12](=[O:31])[N:11]([CH2:32][CH:33]([CH3:35])[CH3:34])[C:10]([CH2:9][NH:8][C:6](=[O:7])[O:5][C:1]([CH3:3])([CH3:2])[CH3:4])=[C:19]2[C:20]1[CH:25]=[CH:24][CH:23]=[CH:22][CH:21]=1, predict the reactants needed to synthesize it. The reactants are: [C:1]([O:5][C:6]([NH:8][CH2:9][C:10]1[N:11]([CH2:32][CH:33]([CH3:35])[CH3:34])[C:12](=[O:31])[C:13]2[C:18]([C:19]=1[C:20]1[CH:25]=[CH:24][CH:23]=[CH:22][CH:21]=1)=[CH:17][C:16]([CH2:26][CH2:27][C:28](O)=[O:29])=[CH:15][CH:14]=2)=[O:7])([CH3:4])([CH3:3])[CH3:2].Cl.C([N:39]=C=NCCCN(C)C)C.[NH4+].ON1C2C=CC=CC=2N=N1.O. (5) Given the product [ClH:1].[CH2:2]([NH:6][CH2:7][C@@H:8]1[O:9][C@:14]([OH:15])([CH2:16][OH:17])[C@@H:12]([OH:13])[C@@H:10]1[OH:11])[CH2:3][CH2:4][CH3:5], predict the reactants needed to synthesize it. The reactants are: [ClH:1].[CH2:2]([NH:6][CH2:7][C@@H:8]([C@H:10]([C@@H:12]([C@@H:14]([CH2:16][OH:17])[OH:15])[OH:13])[OH:11])[OH:9])[CH2:3][CH2:4][CH3:5].[OH-].[Na+]. (6) Given the product [CH2:1]([O:8][C:9]1[CH:10]=[C:11]2[C:15](=[CH:16][CH:17]=1)[N:14]([C:22]1[CH:23]=[CH:24][C:19]([Br:18])=[CH:20][CH:21]=1)[CH:13]=[CH:12]2)[C:2]1[CH:3]=[CH:4][CH:5]=[CH:6][CH:7]=1, predict the reactants needed to synthesize it. The reactants are: [CH2:1]([O:8][C:9]1[CH:10]=[C:11]2[C:15](=[CH:16][CH:17]=1)[NH:14][CH:13]=[CH:12]2)[C:2]1[CH:7]=[CH:6][CH:5]=[CH:4][CH:3]=1.[Br:18][C:19]1[CH:24]=[CH:23][C:22](F)=[CH:21][CH:20]=1. (7) Given the product [F:34][B-:33]([F:37])([F:36])[F:35].[N:25]1([C:22]2[O:23][C:24]3[C:19]([C:20](=[O:31])[CH:21]=2)=[CH:18][CH:17]=[CH:16][C:15]=3[C:5]2[C:6]3[S:7][C:8]4[CH:14]=[CH:13][CH:12]=[CH:11][C:9]=4[C:10]=3[C:2]([N+:1]#[N:38])=[CH:3][CH:4]=2)[CH2:30][CH2:29][O:28][CH2:27][CH2:26]1, predict the reactants needed to synthesize it. The reactants are: [NH2:1][C:2]1[C:10]2[C:9]3[CH:11]=[CH:12][CH:13]=[CH:14][C:8]=3[S:7][C:6]=2[C:5]([C:15]2[CH:16]=[CH:17][CH:18]=[C:19]3[C:24]=2[O:23][C:22]([N:25]2[CH2:30][CH2:29][O:28][CH2:27][CH2:26]2)=[CH:21][C:20]3=[O:31])=[CH:4][CH:3]=1.[H+].[B-:33]([F:37])([F:36])([F:35])[F:34].[N:38](OC(C)(C)C)=O.CCOCC. (8) Given the product [CH3:23][S:20]([O:1][C:2]1[CH:3]=[C:4]([CH:10]=[CH:11][CH:12]=1)[C:5]([O:7][CH2:8][CH3:9])=[O:6])(=[O:22])=[O:21], predict the reactants needed to synthesize it. The reactants are: [OH:1][C:2]1[CH:3]=[C:4]([CH:10]=[CH:11][CH:12]=1)[C:5]([O:7][CH2:8][CH3:9])=[O:6].C(N(CC)CC)C.[S:20](Cl)([CH3:23])(=[O:22])=[O:21]. (9) Given the product [C:46]([NH2:50])([CH3:49])([CH3:48])[CH3:47].[Cl:1][C:2]1[CH:11]=[C:10]2[C:5]([CH:6]=[CH:7][C:8]([CH:12]=[CH:13][C:14]3[CH:15]=[C:16]([CH:20]([S:33][CH2:34][C:35]4([CH2:38][C:39]([OH:41])=[O:40])[CH2:36][CH2:37]4)[CH2:21][CH2:22][C:23]4[CH:28]=[CH:27][CH:26]=[CH:25][C:24]=4[C:29]([OH:32])([CH3:31])[CH3:30])[CH:17]=[CH:18][CH:19]=3)=[N:9]2)=[CH:4][CH:3]=1, predict the reactants needed to synthesize it. The reactants are: [Cl:1][C:2]1[CH:11]=[C:10]2[C:5]([CH:6]=[CH:7][C:8]([CH:12]=[CH:13][C:14]3[CH:15]=[C:16]([C@H:20]([S:33][CH2:34][C:35]4([CH2:38][C:39]([OH:41])=[O:40])[CH2:37][CH2:36]4)[CH2:21][CH2:22][C:23]4[CH:28]=[CH:27][CH:26]=[CH:25][C:24]=4[C:29]([OH:32])([CH3:31])[CH3:30])[CH:17]=[CH:18][CH:19]=3)=[N:9]2)=[CH:4][CH:3]=1.CC(C)=O.[C:46]([NH2:50])([CH3:49])([CH3:48])[CH3:47]. (10) Given the product [F:21][C:22]1[C:23]([CH:32]([OH:33])[CH2:34][N:7]2[CH2:8][CH2:9][N:4]([CH2:3][CH:2]([OH:1])[C:10]3[CH:19]=[CH:18][C:13]4[C:14](=[O:17])[O:15][CH2:16][C:12]=4[C:11]=3[CH3:20])[CH2:5][CH2:6]2)=[CH:24][C:25]([O:30][CH3:31])=[C:26]([CH:29]=1)[C:27]#[N:28], predict the reactants needed to synthesize it. The reactants are: [OH:1][CH:2]([C:10]1[CH:19]=[CH:18][C:13]2[C:14](=[O:17])[O:15][CH2:16][C:12]=2[C:11]=1[CH3:20])[CH2:3][N:4]1[CH2:9][CH2:8][NH:7][CH2:6][CH2:5]1.[F:21][C:22]1[C:23]([CH:32]2[CH2:34][O:33]2)=[CH:24][C:25]([O:30][CH3:31])=[C:26]([CH:29]=1)[C:27]#[N:28].